The task is: Regression. Given two drug SMILES strings and cell line genomic features, predict the synergy score measuring deviation from expected non-interaction effect.. This data is from NCI-60 drug combinations with 297,098 pairs across 59 cell lines. (1) Drug 1: CCCS(=O)(=O)NC1=C(C(=C(C=C1)F)C(=O)C2=CNC3=C2C=C(C=N3)C4=CC=C(C=C4)Cl)F. Drug 2: CCCS(=O)(=O)NC1=C(C(=C(C=C1)F)C(=O)C2=CNC3=C2C=C(C=N3)C4=CC=C(C=C4)Cl)F. Cell line: HT29. Synergy scores: CSS=50.3, Synergy_ZIP=-3.94, Synergy_Bliss=-3.39, Synergy_Loewe=-0.910, Synergy_HSA=3.14. (2) Drug 1: C1=C(C(=O)NC(=O)N1)N(CCCl)CCCl. Drug 2: CC1=C(C=C(C=C1)NC(=O)C2=CC=C(C=C2)CN3CCN(CC3)C)NC4=NC=CC(=N4)C5=CN=CC=C5. Cell line: A549. Synergy scores: CSS=21.6, Synergy_ZIP=6.01, Synergy_Bliss=7.83, Synergy_Loewe=-0.869, Synergy_HSA=5.34.